From a dataset of NCI-60 drug combinations with 297,098 pairs across 59 cell lines. Regression. Given two drug SMILES strings and cell line genomic features, predict the synergy score measuring deviation from expected non-interaction effect. (1) Drug 1: C1CCC(CC1)NC(=O)N(CCCl)N=O. Drug 2: C1=CC=C(C=C1)NC(=O)CCCCCCC(=O)NO. Cell line: OVCAR-4. Synergy scores: CSS=7.26, Synergy_ZIP=-3.49, Synergy_Bliss=-1.43, Synergy_Loewe=-36.5, Synergy_HSA=-1.01. (2) Drug 1: CCCS(=O)(=O)NC1=C(C(=C(C=C1)F)C(=O)C2=CNC3=C2C=C(C=N3)C4=CC=C(C=C4)Cl)F. Drug 2: COCCOC1=C(C=C2C(=C1)C(=NC=N2)NC3=CC=CC(=C3)C#C)OCCOC.Cl. Cell line: HCT116. Synergy scores: CSS=0.269, Synergy_ZIP=0.487, Synergy_Bliss=1.99, Synergy_Loewe=0.189, Synergy_HSA=0.0202. (3) Drug 1: C1=CN(C=N1)CC(O)(P(=O)(O)O)P(=O)(O)O. Drug 2: CCC1(C2=C(COC1=O)C(=O)N3CC4=CC5=C(C=CC(=C5CN(C)C)O)N=C4C3=C2)O.Cl. Cell line: SNB-75. Synergy scores: CSS=28.7, Synergy_ZIP=-1.32, Synergy_Bliss=5.44, Synergy_Loewe=-18.3, Synergy_HSA=2.18. (4) Synergy scores: CSS=2.73, Synergy_ZIP=-9.35, Synergy_Bliss=-16.6, Synergy_Loewe=-22.8, Synergy_HSA=-17.9. Cell line: HT29. Drug 1: CN1CCC(CC1)COC2=C(C=C3C(=C2)N=CN=C3NC4=C(C=C(C=C4)Br)F)OC. Drug 2: C1=NC2=C(N1)C(=S)N=CN2. (5) Drug 1: CC1=C2C(C(=O)C3(C(CC4C(C3C(C(C2(C)C)(CC1OC(=O)C(C(C5=CC=CC=C5)NC(=O)OC(C)(C)C)O)O)OC(=O)C6=CC=CC=C6)(CO4)OC(=O)C)O)C)O. Drug 2: C1CN(CCN1C(=O)CCBr)C(=O)CCBr. Cell line: 786-0. Synergy scores: CSS=39.5, Synergy_ZIP=-6.30, Synergy_Bliss=-4.22, Synergy_Loewe=-34.4, Synergy_HSA=-0.320. (6) Drug 1: CCC1=CC2CC(C3=C(CN(C2)C1)C4=CC=CC=C4N3)(C5=C(C=C6C(=C5)C78CCN9C7C(C=CC9)(C(C(C8N6C)(C(=O)OC)O)OC(=O)C)CC)OC)C(=O)OC.C(C(C(=O)O)O)(C(=O)O)O. Drug 2: CCCCC(=O)OCC(=O)C1(CC(C2=C(C1)C(=C3C(=C2O)C(=O)C4=C(C3=O)C=CC=C4OC)O)OC5CC(C(C(O5)C)O)NC(=O)C(F)(F)F)O. Cell line: SK-MEL-5. Synergy scores: CSS=34.8, Synergy_ZIP=12.0, Synergy_Bliss=12.2, Synergy_Loewe=2.67, Synergy_HSA=11.3. (7) Drug 2: C#CCC(CC1=CN=C2C(=N1)C(=NC(=N2)N)N)C3=CC=C(C=C3)C(=O)NC(CCC(=O)O)C(=O)O. Cell line: HT29. Drug 1: COC1=C(C=C2C(=C1)N=CN=C2NC3=CC(=C(C=C3)F)Cl)OCCCN4CCOCC4. Synergy scores: CSS=29.4, Synergy_ZIP=-7.59, Synergy_Bliss=-12.7, Synergy_Loewe=-20.9, Synergy_HSA=-10.1.